From a dataset of Catalyst prediction with 721,799 reactions and 888 catalyst types from USPTO. Predict which catalyst facilitates the given reaction. Reactant: [Br:1][C:2]1[C:10]2[N:9]=[C:8](Cl)[N:7]([CH2:12][CH2:13][N:14]([CH3:16])[CH3:15])[C:6]=2[C:5]([CH:17]([CH2:20][CH3:21])[CH2:18][CH3:19])=[CH:4][CH:3]=1.[Cl:22][C:23]1[CH:28]=[C:27]([Cl:29])[CH:26]=[C:25]([CH3:30])[C:24]=1[OH:31].C(=O)([O-])[O-].[K+].[K+].C(=O)([O-])O.[Na+]. Product: [Br:1][C:2]1[C:10]2[N:9]=[C:8]([O:31][C:24]3[C:25]([CH3:30])=[CH:26][C:27]([Cl:29])=[CH:28][C:23]=3[Cl:22])[N:7]([CH2:12][CH2:13][N:14]([CH3:16])[CH3:15])[C:6]=2[C:5]([CH:17]([CH2:20][CH3:21])[CH2:18][CH3:19])=[CH:4][CH:3]=1. The catalyst class is: 60.